Dataset: Forward reaction prediction with 1.9M reactions from USPTO patents (1976-2016). Task: Predict the product of the given reaction. (1) Given the reactants [CH3:1][C:2]1[C:3]([N+:9]([O-:11])=[O:10])=[C:4]([OH:8])[CH:5]=[CH:6][CH:7]=1.C1(O)C=CC=CC=1.C(=O)([O-])[O-].[K+].[K+].[CH3:25][O:26][CH2:27][CH2:28]Br, predict the reaction product. The product is: [CH3:25][O:26][CH2:27][CH2:28][O:8][C:4]1[CH:5]=[CH:6][CH:7]=[C:2]([CH3:1])[C:3]=1[N+:9]([O-:11])=[O:10]. (2) Given the reactants Cl.[CH3:2][O:3][C:4](=[O:13])[C:5]1[CH:10]=[CH:9][C:8]([CH2:11][NH2:12])=[CH:7][CH:6]=1.C(=O)([O-])[O-].[K+].[K+].[C:20]1(=[C:23]2[CH2:28][CH2:27][C:26](=O)[CH2:25][CH2:24]2)[CH2:22][CH2:21]1.C(O[BH-](OC(=O)C)OC(=O)C)(=O)C.[Na+], predict the reaction product. The product is: [CH3:2][O:3][C:4](=[O:13])[C:5]1[CH:10]=[CH:9][C:8]([CH2:11][NH:12][CH:26]2[CH2:27][CH2:28][C:23](=[C:20]3[CH2:22][CH2:21]3)[CH2:24][CH2:25]2)=[CH:7][CH:6]=1. (3) Given the reactants [OH:1][C@@H:2]1[CH2:7][CH2:6][C@H:5]([C:8]([OH:10])=O)[CH2:4][CH2:3]1.[CH2:11]([NH2:18])[C:12]1[CH:17]=[CH:16][CH:15]=[CH:14][CH:13]=1.C1C=NC2N(O)N=NC=2C=1.C(Cl)CCl, predict the reaction product. The product is: [CH2:11]([NH:18][C:8]([C@H:5]1[CH2:4][CH2:3][C@@H:2]([OH:1])[CH2:7][CH2:6]1)=[O:10])[C:12]1[CH:17]=[CH:16][CH:15]=[CH:14][CH:13]=1. (4) Given the reactants [Br:1][C:2]1[CH:3]=[CH:4][C:5](I)=[N:6][CH:7]=1.[N:9]1([CH2:15][CH2:16][OH:17])[CH2:14][CH2:13][NH:12][CH2:11][CH2:10]1.O, predict the reaction product. The product is: [Br:1][C:2]1[CH:3]=[CH:4][C:5]([N:12]2[CH2:13][CH2:14][N:9]([CH2:15][CH2:16][OH:17])[CH2:10][CH2:11]2)=[N:6][CH:7]=1. (5) Given the reactants [NH2:1][C:2]1[N:7]=[C:6]([N:8]([CH3:15])[C:9]2[CH:14]=[CH:13][CH:12]=[CH:11][CH:10]=2)[N:5]=[C:4]([C:16]2[N:20]=[C:19]([C:21]3[CH:22]=[CH:23][C:24]([C:27]([O:29]C)=O)=[N:25][CH:26]=3)[O:18][N:17]=2)[N:3]=1.[CH3:31][Mg]Br, predict the reaction product. The product is: [NH2:1][C:2]1[N:7]=[C:6]([N:8]([CH3:15])[C:9]2[CH:14]=[CH:13][CH:12]=[CH:11][CH:10]=2)[N:5]=[C:4]([C:16]2[N:20]=[C:19]([C:21]3[CH:22]=[CH:23][C:24]([C:27](=[O:29])[CH3:31])=[N:25][CH:26]=3)[O:18][N:17]=2)[N:3]=1. (6) The product is: [F:18][C:17]1[C:12]2[N:13]([C:9]([C:4]3[CH:5]=[CH:6][C:7]([F:8])=[C:2]([C:28]4[CH:29]=[CH:30][CH:31]=[C:26]([O:25][C:24]([F:23])([F:35])[F:36])[CH:27]=4)[CH:3]=3)=[CH:10][N:11]=2)[CH:14]=[CH:15][C:16]=1[C:19]([OH:22])([CH3:21])[CH3:20]. Given the reactants Cl[C:2]1[CH:3]=[C:4]([C:9]2[N:13]3[CH:14]=[CH:15][C:16]([C:19]([OH:22])([CH3:21])[CH3:20])=[C:17]([F:18])[C:12]3=[N:11][CH:10]=2)[CH:5]=[CH:6][C:7]=1[F:8].[F:23][C:24]([F:36])([F:35])[O:25][C:26]1[CH:27]=[C:28](B(O)O)[CH:29]=[CH:30][CH:31]=1, predict the reaction product.